From a dataset of Forward reaction prediction with 1.9M reactions from USPTO patents (1976-2016). Predict the product of the given reaction. (1) Given the reactants C(OC(C1CCC2C(=CC=CC=2)C1=O)=O)C.C(OC(C1CCC2C(=CC=C(Cl)C=2)C1=O)=O)C.[OH:34][NH:35][C:36](=[O:54])[CH2:37][CH2:38][CH2:39][CH2:40][CH2:41][CH:42]1[CH2:51][CH2:50][C:49]2[C:44](=[CH:45][CH:46]=[C:47](Cl)[CH:48]=2)[C:43]1=[O:53], predict the reaction product. The product is: [OH:34][NH:35][C:36](=[O:54])[CH2:37][CH2:38][CH2:39][CH2:40][CH2:41][CH:42]1[CH2:51][CH2:50][C:49]2[C:44](=[CH:45][CH:46]=[CH:47][CH:48]=2)[C:43]1=[O:53]. (2) Given the reactants [Cl:1][C:2]1[CH:3]=[C:4]([CH:14]=[CH:15][C:16]=1[CH3:17])[S:5][C:6]1[CH:13]=[CH:12][C:9]([C:10]#[N:11])=[CH:8][CH:7]=1.C1COCC1.[H-].[Al+3].[Li+].[H-].[H-].[H-].[OH-].[Na+], predict the reaction product. The product is: [Cl:1][C:2]1[CH:3]=[C:4]([CH:14]=[CH:15][C:16]=1[CH3:17])[S:5][C:6]1[CH:13]=[CH:12][C:9]([CH2:10][NH2:11])=[CH:8][CH:7]=1. (3) Given the reactants FC(F)(F)S(O[C:7]1[CH:16]=[CH:15][C:14]2[C:9](=[CH:10][C:11](OS(C(F)(F)F)(=O)=O)=[CH:12][CH:13]=2)[CH:8]=1)(=O)=O.C1C=CC(P([C:40]2[CH:45]=CC=CC=2)C2C=CC=CC=2)=CC=1.[C:46]([Si:48]([CH3:51])([CH3:50])[CH3:49])#[CH:47], predict the reaction product. The product is: [CH3:49][Si:48]([C:46]#[C:47][C:7]1[CH:16]=[CH:15][C:14]2[C:9](=[CH:10][C:11]([C:40]#[C:45][Si:48]([CH3:50])([CH3:49])[CH3:46])=[CH:12][CH:13]=2)[CH:8]=1)([CH3:51])[CH3:50]. (4) Given the reactants [Cl:1][C:2]1[CH:3]=[CH:4][C:5]2[CH:15](O)[C:10]3=[N:11][CH:12]=[CH:13][CH:14]=[C:9]3[CH2:8][CH2:7][C:6]=2[CH:17]=1.S(Cl)([Cl:20])=O.CCOC(C)=O.[OH-].[Na+], predict the reaction product. The product is: [Cl:1][C:2]1[CH:3]=[CH:4][C:5]2[CH:15]([Cl:20])[C:10]3=[N:11][CH:12]=[CH:13][CH:14]=[C:9]3[CH2:8][CH2:7][C:6]=2[CH:17]=1.